From a dataset of Full USPTO retrosynthesis dataset with 1.9M reactions from patents (1976-2016). Predict the reactants needed to synthesize the given product. Given the product [F:16][C:2]([F:1])([F:15])[C:3]1[CH:4]=[C:5]2[CH:11]=[C:10]([C:12]([O:14][CH2:22][CH3:23])=[O:13])[NH:9][C:6]2=[N:7][CH:8]=1, predict the reactants needed to synthesize it. The reactants are: [F:1][C:2]([F:16])([F:15])[C:3]1[CH:4]=[C:5]2[CH:11]=[C:10]([C:12]([OH:14])=[O:13])[NH:9][C:6]2=[N:7][CH:8]=1.S(=O)(=O)(O)O.[CH2:22](O)[CH3:23].